This data is from Full USPTO retrosynthesis dataset with 1.9M reactions from patents (1976-2016). The task is: Predict the reactants needed to synthesize the given product. The reactants are: [F:1][C:2]1[C:7]([F:8])=[CH:6][C:5]([OH:9])=[C:4]([N+:10]([O-:12])=[O:11])[CH:3]=1.C(=O)([O-])[O-].[K+].[K+].[CH2:19](Br)[C:20]1[CH:25]=[CH:24][CH:23]=[CH:22][CH:21]=1. Given the product [CH2:19]([O:9][C:5]1[CH:6]=[C:7]([F:8])[C:2]([F:1])=[CH:3][C:4]=1[N+:10]([O-:12])=[O:11])[C:20]1[CH:25]=[CH:24][CH:23]=[CH:22][CH:21]=1, predict the reactants needed to synthesize it.